This data is from Drug-target binding data from BindingDB using IC50 measurements. The task is: Regression. Given a target protein amino acid sequence and a drug SMILES string, predict the binding affinity score between them. We predict pIC50 (pIC50 = -log10(IC50 in M); higher means more potent). Dataset: bindingdb_ic50. (1) The small molecule is O=[N+]([O-])c1cccc(-c2ccc(S(=O)(=O)N(CCCCO)c3ccnn3-c3ccccc3)cc2)c1. The target protein (P33260) has sequence MDPAVALVLCLSCLFLLSLWRQSSGRGRLPSGPTPLPIIGNILQLDVKDMSKSLTNFSKVYGPVFTVYFGLKPIVVLHGYEAVKEALIDHGEEFSGRGSFPVAEKVNKGLGILFSNGKRWKEIRRFCLMTLRNFGMGKRSIEDRVQEEARCLVEELRKTNASPCDPTFILGCAPCNVICSVIFHDRFDYKDQRFLNLMEKFNENLRILSSPWIQVCNNFPALIDYLPGSHNKIAENFAYIKSYVLERIKEHQESLDMNSARDFIDCFLIKMEQEKHNQQSEFTVESLIATVTDMFGAGTETTSTTLRYGLLLLLKYPEVTAKVQEEIECVVGRNRSPCMQDRSHMPYTDAVVHEIQRYIDLLPTNLPHAVTCDVKFKNYLIPKGTTIITSLTSVLHNDKEFPNPEMFDPGHFLDKSGNFKKSDYFMPFSAGKRMCMGEGLARMELFLFLTTILQNFNLKSQVDPKDIDITPIANAFGRVPPLYQLCFIPV. The pIC50 is 5.4. (2) The compound is O=Cc1ccc(O)cc1. The target protein (P50554) has sequence MAFLLTTRRLVCSSQKNLHLFTPGSRYISQAAAKVDFEFDYDGPLMKTEVPGPRSQELMKQLNTIQNAEAVHFFCNYEESRGNYLVDVDGNRMLDLYSQISSVPIGYNHPALAKLVQQPQNASTFINRPALGILPPENFVDKLRESLMSVAPKGMCQLITMACGSCSNENAFKTIFMWYRSKERGQRGFSKEELETCMVNQSPGCPDYSILSFMGAFHGRTMGCLATTHSKAIHKIDIPSFDWPIAPFPRLKYPLEEFVTDNQQEEARCLEEVEDLIVKYRKKKRTVAGIIVEPIQSEGGDNHASDDFFRKLRDIARKHGCAFLVDEVQTGGGCTGKFWAHEHWGLDDPADVMSFSKKMMTGGFFHKEEFRPSAPYRIFNTWLGDPSKNLLLAEVINIIKREDLLNNVAHAGKTLLTGLLDLQAQYPQFVSRVRGRGTFCSFDTPDEAIRNKLILIARNKGVVLGGCGDKSIRFRPTLVFRDHHAHLFLNIFSGILADFK.... The pIC50 is 4.8. (3) The small molecule is O=C(O)/C=C1\CCCc2ccccc2[C@@H]1O. The target protein sequence is MRAAAAGLGPGRLHAWAARRGLGRFPARVPRAAGGRSPCPASISNSRTLRLAAAGNTFCLASTLSSGCWEPCSWPSASGPGVRRAFFPTSQGGQIQGGLDPVWLFVVIGGIMSVLGFAGCIGALRENTFLLKFFSVFLGLIFFLELAAGILAFVFKDWIRDQLNLFINNNVKAYRDDIDLQNLIDFAQEYWSCCGARGPNDWNLNIRTSTALTSNPSRERCGVPFFCWVRTLRKTSQYPCGYTSAQTELEHKIHLHQSWWPFEKWLKKPDGWPGLGAIASFKMGIAGPNPRSTSRQERPTGKLPGVMATCLAHRAVVGASKDALPHSQWQGLWDVCYDLSPRLCEHGTQEATEAGLGLNWGCTGAGLGLFTTELCVWGVHMCVCVCVCVCVRVCLCLCVRVRGMHVCALVSTPGVSTPLLVRWWPFQSFKGDGARRVGHVPASPSLLWDVSLCGLGACCLRPLHIHHDLEPAWSSPWPQCHSLEMGPRILSVSLSRLPLR.... The pIC50 is 6.1. (4) The compound is COC1(Cc2ccccc2)CCN(c2ccc(C(=O)NS(=O)(=O)c3ccc(N[C@H](CCN(C)C)CSc4ccccc4)c([N+](=O)[O-])c3)cc2)CC1. The target protein (Q07817) has sequence MSQSNRELVVDFLSYKLSQKGYSWSQFSDVEENRTEAPEGTESEMETPSAINGNPSWHLADSPAVNGATGHSSSLDAREVIPMAAVKQALREAGDEFELRYRRAFSDLTSQLHITPGTAYQSFEQVVNELFRDGVNWGRIVAFFSFGGALCVESVDKEMQVLVSRIAAWMATYLNDHLEPWIQENGGWDTFVELYGNNAAAESRKGQERFNRWFLTGMTVAGVVLLGSLFSRK. The pIC50 is 6.8.